This data is from Forward reaction prediction with 1.9M reactions from USPTO patents (1976-2016). The task is: Predict the product of the given reaction. (1) Given the reactants [Cl-].O[NH3+:3].[C:4](=[O:7])([O-])[OH:5].[Na+].CS(C)=O.[CH3:13][C:14]1[N:15]([C:39]2[CH:44]=[CH:43][CH:42]=[CH:41][CH:40]=2)[C:16](=[O:38])[C:17]([CH2:23][C:24]2[CH:29]=[CH:28][C:27]([C:30]3[C:31]([C:36]#[N:37])=[CH:32][CH:33]=[CH:34][CH:35]=3)=[CH:26][CH:25]=2)=[C:18]([CH2:20][CH2:21][CH3:22])[N:19]=1, predict the reaction product. The product is: [CH3:13][C:14]1[N:15]([C:39]2[CH:40]=[CH:41][CH:42]=[CH:43][CH:44]=2)[C:16](=[O:38])[C:17]([CH2:23][C:24]2[CH:29]=[CH:28][C:27]([C:30]3[CH:35]=[CH:34][CH:33]=[CH:32][C:31]=3[C:36]3[NH:3][C:4](=[O:7])[O:5][N:37]=3)=[CH:26][CH:25]=2)=[C:18]([CH2:20][CH2:21][CH3:22])[N:19]=1. (2) Given the reactants [H-].[Na+].[CH3:3][CH:4]1[CH2:9][CH2:8][N:7]([C:10]([C:12]2[CH:20]=[CH:19][C:18]3[NH:17][C:16]4[CH2:21][CH2:22][N:23]([C:25]([O:27][C:28]([CH3:31])([CH3:30])[CH3:29])=[O:26])[CH2:24][C:15]=4[C:14]=3[CH:13]=2)=[O:11])[CH2:6][CH2:5]1.Br[CH2:33][C:34]([O:36][CH2:37][CH3:38])=[O:35], predict the reaction product. The product is: [CH2:37]([O:36][C:34](=[O:35])[CH2:33][N:17]1[C:18]2[CH:19]=[CH:20][C:12]([C:10]([N:7]3[CH2:8][CH2:9][CH:4]([CH3:3])[CH2:5][CH2:6]3)=[O:11])=[CH:13][C:14]=2[C:15]2[CH2:24][N:23]([C:25]([O:27][C:28]([CH3:30])([CH3:29])[CH3:31])=[O:26])[CH2:22][CH2:21][C:16]1=2)[CH3:38]. (3) Given the reactants Cl.Cl.[CH3:3][O:4][C:5]1[CH:10]=[CH:9][C:8]([CH2:11][NH:12][NH2:13])=[CH:7][CH:6]=1.C(O[CH:17]=[C:18]([C:21]#[N:22])[C:19]#[N:20])C.CCN(C(C)C)C(C)C, predict the reaction product. The product is: [NH2:22][C:21]1[N:12]([CH2:11][C:8]2[CH:9]=[CH:10][C:5]([O:4][CH3:3])=[CH:6][CH:7]=2)[N:13]=[CH:17][C:18]=1[C:19]#[N:20].